This data is from Full USPTO retrosynthesis dataset with 1.9M reactions from patents (1976-2016). The task is: Predict the reactants needed to synthesize the given product. (1) Given the product [F:1][C:2]1[CH:3]=[C:4]2[C:9](=[CH:10][CH:11]=1)[N:8]([C:12]1[C:13]([C:26]3[CH:27]=[C:28]4[C:32](=[CH:33][CH:34]=3)[NH:31][C:30]([CH3:35])=[CH:29]4)=[N:14][C:15]3[C:20]([N:21]=1)=[CH:19][C:18]([C:22]([OH:24])=[O:23])=[CH:17][CH:16]=3)[CH2:7][CH2:6][CH2:5]2, predict the reactants needed to synthesize it. The reactants are: [F:1][C:2]1[CH:3]=[C:4]2[C:9](=[CH:10][CH:11]=1)[N:8]([C:12]1[C:13]([C:26]3[CH:27]=[C:28]4[C:32](=[CH:33][CH:34]=3)[NH:31][C:30]([CH3:35])=[CH:29]4)=[N:14][C:15]3[C:20]([N:21]=1)=[CH:19][C:18]([C:22]([O:24]C)=[O:23])=[CH:17][CH:16]=3)[CH2:7][CH2:6][CH2:5]2.[OH-].[Na+]. (2) Given the product [CH3:21][O:20][C:17]1[CH:18]=[C:19]2[C:9]3[C:10](=[CH:11][N:12]=[C:7]([C:28]4[CH:27]=[N:26][N:25]([CH3:24])[CH:29]=4)[CH:8]=3)[NH:13][C:14]2=[N:15][CH:16]=1, predict the reactants needed to synthesize it. The reactants are: FC(F)(F)S(O[C:7]1[CH:8]=[C:9]2[C:19]3[C:14](=[N:15][CH:16]=[C:17]([O:20][CH3:21])[CH:18]=3)[NH:13][C:10]2=[CH:11][N:12]=1)(=O)=O.[CH3:24][N:25]1[CH:29]=[C:28](B2OC(C)(C)C(C)(C)O2)[CH:27]=[N:26]1.C(=O)([O-])[O-].[Cs+].[Cs+]. (3) Given the product [Br:17][C:18]1[CH:19]=[C:20]([CH:23]=[CH:24][CH:25]=1)[CH2:21][N:5]1[CH2:4][CH2:3][C:2]([CH3:1])([C:9]2[CH:14]=[CH:13][CH:12]=[CH:11][CH:10]=2)[O:7][C:6]1=[O:8], predict the reactants needed to synthesize it. The reactants are: [CH3:1][C:2]1([C:9]2[CH:14]=[CH:13][CH:12]=[CH:11][CH:10]=2)[O:7][C:6](=[O:8])[NH:5][CH2:4][CH2:3]1.[H-].[Na+].[Br:17][C:18]1[CH:19]=[C:20]([CH:23]=[CH:24][CH:25]=1)[CH2:21]Br. (4) Given the product [CH3:1][O:2][C:3]([CH:5]1[CH2:10][CH2:9][CH2:8][CH:7]([CH2:11][CH:12]=[CH2:13])[N:6]1[C:23](=[O:24])[CH:22]([NH:21][C:19]([O:18][C:14]([CH3:17])([CH3:16])[CH3:15])=[O:20])[CH2:26][CH:27]=[CH2:28])=[O:4], predict the reactants needed to synthesize it. The reactants are: [CH3:1][O:2][C:3]([CH:5]1[CH2:10][CH2:9][CH2:8][CH:7]([CH2:11][CH:12]=[CH2:13])[NH:6]1)=[O:4].[C:14]([O:18][C:19]([NH:21][CH:22]([CH2:26][CH:27]=[CH2:28])[C:23](O)=[O:24])=[O:20])([CH3:17])([CH3:16])[CH3:15].CC(COC1N(C(OCC(C)C)=O)C2C(=CC=CC=2)C=C1)C.